Regression. Given a peptide amino acid sequence and an MHC pseudo amino acid sequence, predict their binding affinity value. This is MHC class I binding data. From a dataset of Peptide-MHC class I binding affinity with 185,985 pairs from IEDB/IMGT. The peptide sequence is EPIKDMEIIF. The MHC is HLA-B54:01 with pseudo-sequence HLA-B54:01. The binding affinity (normalized) is 0.0494.